From a dataset of Forward reaction prediction with 1.9M reactions from USPTO patents (1976-2016). Predict the product of the given reaction. (1) Given the reactants Cl[C:2]1[N:7]=[CH:6][N:5]=[C:4]([C:8]2[CH:13]=[CH:12][C:11]([C:14]([F:17])([F:16])[F:15])=[CH:10][C:9]=2[NH:18][CH2:19][CH:20]2[CH2:22][CH2:21]2)[CH:3]=1.[NH2:23][C:24]1[CH:32]=[CH:31][CH:30]=[C:29]2[C:25]=1[CH2:26][CH:27]([OH:33])[CH2:28]2, predict the reaction product. The product is: [CH:20]1([CH2:19][NH:18][C:9]2[CH:10]=[C:11]([C:14]([F:17])([F:16])[F:15])[CH:12]=[CH:13][C:8]=2[C:4]2[N:5]=[CH:6][N:7]=[C:2]([NH:23][C:24]3[CH:32]=[CH:31][CH:30]=[C:29]4[C:25]=3[CH2:26][CH:27]([OH:33])[CH2:28]4)[CH:3]=2)[CH2:22][CH2:21]1. (2) Given the reactants Br[CH2:2][C:3]1[CH:4]=[C:5]([CH:18]=[C:19]([N:21]([CH3:26])[S:22]([CH3:25])(=[O:24])=[O:23])[CH:20]=1)[C:6]([NH:8][C@@H:9]([C:11]1[CH:16]=[CH:15][C:14]([F:17])=[CH:13][CH:12]=1)[CH3:10])=[O:7].[OH:27][CH2:28][C:29]([NH:38]C(=O)OC(C)(C)C)([CH2:36][OH:37])[CH2:30][C:31]1[CH:35]=[CH:34][S:33][CH:32]=1.C(C1C=CC=C(C(C)(C)C)N=1)(C)(C)C.[C:60]([OH:66])([C:62]([F:65])([F:64])[F:63])=[O:61], predict the reaction product. The product is: [NH2:38][C:29]([CH2:30][C:31]1[CH:35]=[CH:34][S:33][CH:32]=1)([CH2:28][OH:27])[CH2:36][O:37][CH2:2][C:3]1[CH:4]=[C:5]([CH:18]=[C:19]([N:21]([CH3:26])[S:22]([CH3:25])(=[O:24])=[O:23])[CH:20]=1)[C:6]([NH:8][C@@H:9]([C:11]1[CH:16]=[CH:15][C:14]([F:17])=[CH:13][CH:12]=1)[CH3:10])=[O:7].[C:60]([OH:66])([C:62]([F:65])([F:64])[F:63])=[O:61]. (3) The product is: [Cl:1][C:2]([Cl:7])([Cl:6])[C:3]([C:10]1[N:9]([CH3:8])[CH:13]=[CH:12][CH:11]=1)=[O:4]. Given the reactants [Cl:1][C:2]([Cl:7])([Cl:6])[C:3](Cl)=[O:4].[CH3:8][N:9]1[CH:13]=[CH:12][CH:11]=[CH:10]1, predict the reaction product. (4) The product is: [F:1][C:2]([F:7])([F:6])[C:3]([O:5][BH3-:8])=[O:4].[Na+:9]. Given the reactants [F:1][C:2]([F:7])([F:6])[C:3]([OH:5])=[O:4].[BH4-:8].[Na+:9], predict the reaction product. (5) Given the reactants Br[C:2]1[CH:7]=[CH:6][C:5]([CH:8]2[N:12]([C:13]3[CH:18]=[CH:17][CH:16]=[CH:15][C:14]=3[Cl:19])[N:11]=[C:10]([C:20]([C:26]([F:29])([F:28])[F:27])([C:22]([F:25])([F:24])[F:23])[OH:21])[CH2:9]2)=[CH:4][CH:3]=1.[NH:30]1[CH2:35][CH2:34][S:33](=[O:37])(=[O:36])[CH2:32][CH2:31]1.C1C=CC(P(C2C(C3C(P(C4C=CC=CC=4)C4C=CC=CC=4)=CC=C4C=3C=CC=C4)=C3C(C=CC=C3)=CC=2)C2C=CC=CC=2)=CC=1.CC(C)([O-])C.[Na+], predict the reaction product. The product is: [Cl:19][C:14]1[CH:15]=[CH:16][CH:17]=[CH:18][C:13]=1[N:12]1[CH:8]([C:5]2[CH:4]=[CH:3][C:2]([N:30]3[CH2:35][CH2:34][S:33](=[O:37])(=[O:36])[CH2:32][CH2:31]3)=[CH:7][CH:6]=2)[CH2:9][C:10]([C:20]([C:26]([F:27])([F:28])[F:29])([C:22]([F:25])([F:24])[F:23])[OH:21])=[N:11]1.